From a dataset of Reaction yield outcomes from USPTO patents with 853,638 reactions. Predict the reaction yield, written as a fraction of the theoretical maximum amount of product (1.0 means a 100% yield; for example, 0.34 means a 34% yield). (1) The reactants are [CH3:1][C:2]1[CH:7]=[CH:6][C:5]([S:8]([O:11][CH2:12][C@H:13]([F:27])[CH2:14][CH2:15]OS(C2C=CC(C)=CC=2)(=O)=O)(=[O:10])=[O:9])=[CH:4][CH:3]=1.[C-:28]#[N:29].[K+]. The catalyst is CN(C=O)C.CCOC(C)=O. The product is [CH3:1][C:2]1[CH:3]=[CH:4][C:5]([S:8]([O:11][CH2:12][C@H:13]([F:27])[CH2:14][CH2:15][C:28]#[N:29])(=[O:9])=[O:10])=[CH:6][CH:7]=1. The yield is 0.860. (2) The reactants are [CH2:1]([S:8][C:9]1[CH:10]=[CH:11][C:12]([NH:22][CH:23]2[CH2:28][CH2:27][CH2:26][CH2:25][CH:24]2[OH:29])=[C:13](/[CH:15]=[CH:16]/[C:17]([O:19]CC)=O)[CH:14]=1)[C:2]1[CH:7]=[CH:6][CH:5]=[CH:4][CH:3]=1.C[O-].[Na+]. The catalyst is CO. The product is [CH2:1]([S:8][C:9]1[CH:14]=[C:13]2[C:12](=[CH:11][CH:10]=1)[N:22]([C@@H:23]1[CH2:28][CH2:27][CH2:26][CH2:25][C@H:24]1[OH:29])[C:17](=[O:19])[CH:16]=[CH:15]2)[C:2]1[CH:7]=[CH:6][CH:5]=[CH:4][CH:3]=1. The yield is 0.224. (3) The reactants are [F:1][C:2]([C:5]1[CH:9]=[C:8]([NH2:10])[N:7]([C:11]2[CH:16]=[CH:15][CH:14]=[CH:13][CH:12]=2)[N:6]=1)([F:4])[CH3:3].C(=O)([O-])[O-].[K+].[K+].Cl[C:24]([O:26][C:27]1[CH:32]=[CH:31][CH:30]=[CH:29][CH:28]=1)=[O:25]. The catalyst is ClCCl. The product is [F:1][C:2]([C:5]1[CH:9]=[C:8]([NH:10][C:24](=[O:25])[O:26][C:27]2[CH:32]=[CH:31][CH:30]=[CH:29][CH:28]=2)[N:7]([C:11]2[CH:16]=[CH:15][CH:14]=[CH:13][CH:12]=2)[N:6]=1)([F:4])[CH3:3]. The yield is 0.490. (4) The reactants are Br[C:2]1[C:3]([CH3:19])=[C:4]([CH3:18])[C:5]2[O:9][C:8]([CH2:11][O:12][CH2:13][O:14][CH3:15])([CH3:10])[CH2:7][C:6]=2[C:16]=1[CH3:17].[CH3:20][O:21][C:22]1[CH:27]=[CH:26][C:25]([N:28]2[CH2:33][CH2:32][NH:31][CH2:30][CH2:29]2)=[CH:24][CH:23]=1. No catalyst specified. The product is [CH3:15][O:14][CH2:13][O:12][CH2:11][C:8]1([CH3:10])[CH2:7][C:6]2[C:16]([CH3:17])=[C:2]([N:31]3[CH2:30][CH2:29][N:28]([C:25]4[CH:24]=[CH:23][C:22]([O:21][CH3:20])=[CH:27][CH:26]=4)[CH2:33][CH2:32]3)[C:3]([CH3:19])=[C:4]([CH3:18])[C:5]=2[O:9]1. The yield is 0.480. (5) The reactants are C[O:2][C:3]([C:5]1[CH:10]=[CH:9][C:8]([C:11]2[CH:16]=[CH:15][C:14]([F:17])=[C:13]([F:18])[CH:12]=2)=[CH:7][CH:6]=1)=[O:4].[OH-].[Na+]. The catalyst is O1CCOCC1. The product is [F:18][C:13]1[CH:12]=[C:11]([C:8]2[CH:9]=[CH:10][C:5]([C:3]([OH:4])=[O:2])=[CH:6][CH:7]=2)[CH:16]=[CH:15][C:14]=1[F:17]. The yield is 0.120. (6) The reactants are [Br:1][C:2]1[CH:18]=[C:17](/[CH:19]=[CH:20]/[CH:21]([C:26]2[CH:31]=[C:30]([Cl:32])[C:29]([Cl:33])=[C:28]([Cl:34])[CH:27]=2)[C:22]([F:25])([F:24])[F:23])[CH:16]=[CH:15][C:3]=1[C:4]([NH:6][CH2:7][C:8]([O:10]C(C)(C)C)=[O:9])=[O:5].C(O)(C(F)(F)F)=O. The catalyst is C(Cl)Cl. The product is [Br:1][C:2]1[CH:18]=[C:17](/[CH:19]=[CH:20]/[CH:21]([C:26]2[CH:31]=[C:30]([Cl:32])[C:29]([Cl:33])=[C:28]([Cl:34])[CH:27]=2)[C:22]([F:24])([F:25])[F:23])[CH:16]=[CH:15][C:3]=1[C:4]([NH:6][CH2:7][C:8]([OH:10])=[O:9])=[O:5]. The yield is 0.780. (7) The reactants are C[O:2][C:3]1[C:8]2[CH:9]=[CH:10][O:11][C:7]=2[C:6]([C:12]2[C:13](=[O:31])[NH:14][C:15](=[O:30])[C:16]=2[C:17]2[C:25]3[C:20](=[CH:21][CH:22]=[CH:23][CH:24]=3)[N:19]([CH2:26][CH2:27][CH2:28][OH:29])[CH:18]=2)=[CH:5][CH:4]=1.B(Br)(Br)Br. The catalyst is ClCCl. The product is [OH:2][C:3]1[C:8]2[CH:9]=[CH:10][O:11][C:7]=2[C:6]([C:12]2[C:13](=[O:31])[NH:14][C:15](=[O:30])[C:16]=2[C:17]2[C:25]3[C:20](=[CH:21][CH:22]=[CH:23][CH:24]=3)[N:19]([CH2:26][CH2:27][CH2:28][OH:29])[CH:18]=2)=[CH:5][CH:4]=1. The yield is 0.520.